From a dataset of Full USPTO retrosynthesis dataset with 1.9M reactions from patents (1976-2016). Predict the reactants needed to synthesize the given product. (1) Given the product [ClH:42].[CH:1]([N:4]1[C:13]2[C:8](=[C:9]([CH3:14])[CH:10]=[CH:11][CH:12]=2)[CH:7]=[C:6]([C:15]([NH:17][CH2:18][CH:19]2[CH2:24][CH2:23][N:22]([CH:25]([CH3:33])[C:26]([OH:28])=[O:27])[CH2:21][CH2:20]2)=[O:16])[C:5]1=[O:34])([CH3:3])[CH3:2], predict the reactants needed to synthesize it. The reactants are: [CH:1]([N:4]1[C:13]2[C:8](=[C:9]([CH3:14])[CH:10]=[CH:11][CH:12]=2)[CH:7]=[C:6]([C:15]([NH:17][CH2:18][CH:19]2[CH2:24][CH2:23][N:22]([CH:25]([CH3:33])[C:26]([O:28]C(C)(C)C)=[O:27])[CH2:21][CH2:20]2)=[O:16])[C:5]1=[O:34])([CH3:3])[CH3:2].FC(F)(F)C(O)=O.[Cl:42]CCl. (2) The reactants are: Br[C:2]1[C:3]([N:22]([CH2:27][CH2:28][N:29]2[CH2:34][CH2:33][O:32][CH2:31][CH2:30]2)[S:23]([CH3:26])(=[O:25])=[O:24])=[CH:4][C:5]2[O:9][C:8]([C:10]3[CH:15]=[CH:14][C:13]([F:16])=[CH:12][CH:11]=3)=[C:7]([C:17]([NH:19][CH3:20])=[O:18])[C:6]=2[CH:21]=1.CC1(C)C(C)(C)OB([C:43]2[CH:44]=[C:45]([C:49]3[O:50][C:51]4[C:52]([N:57]=3)=[N:53][CH:54]=[CH:55][CH:56]=4)[CH:46]=[CH:47][CH:48]=2)O1.C([O-])([O-])=O.[K+].[K+]. Given the product [F:16][C:13]1[CH:12]=[CH:11][C:10]([C:8]2[O:9][C:5]3[CH:4]=[C:3]([N:22]([CH2:27][CH2:28][N:29]4[CH2:30][CH2:31][O:32][CH2:33][CH2:34]4)[S:23]([CH3:26])(=[O:24])=[O:25])[C:2]([C:47]4[CH:48]=[CH:43][CH:44]=[C:45]([C:49]5[O:50][C:51]6[C:52]([N:57]=5)=[N:53][CH:54]=[CH:55][CH:56]=6)[CH:46]=4)=[CH:21][C:6]=3[C:7]=2[C:17]([NH:19][CH3:20])=[O:18])=[CH:15][CH:14]=1, predict the reactants needed to synthesize it. (3) The reactants are: C(#N)C.[SH:4][C:5]1[N:9]([CH3:10])[N:8]=[N:7][N:6]=1.[CH2:11]1[CH2:17][S:14](=[O:16])(=[O:15])[O:13][CH2:12]1. Given the product [CH3:10][N:9]1[C:5]([S:4][CH2:12][CH2:11][CH2:17][S:14]([OH:16])(=[O:15])=[O:13])=[N:6][N:7]=[N:8]1, predict the reactants needed to synthesize it.